Dataset: Forward reaction prediction with 1.9M reactions from USPTO patents (1976-2016). Task: Predict the product of the given reaction. (1) Given the reactants [O:1]=[C:2]1[N:6]([CH:7]([CH2:11][C:12]2[CH:17]=[CH:16][CH:15]=[CH:14][CH:13]=2)[C:8]([OH:10])=[O:9])[C:5](=[S:18])[NH:4][CH2:3]1.[Br:19][C:20]1[CH:25]=[CH:24][C:23]([C:26]2[S:30][C:29]([CH:31]=O)=[CH:28][CH:27]=2)=[CH:22][C:21]=1[Cl:33].NCCC(O)=O.CO.C(Cl)Cl, predict the reaction product. The product is: [Br:19][C:20]1[CH:25]=[CH:24][C:23]([C:26]2[S:30][C:29](/[CH:31]=[C:3]3/[NH:4][C:5](=[S:18])[N:6]([CH:7]([CH2:11][C:12]4[CH:17]=[CH:16][CH:15]=[CH:14][CH:13]=4)[C:8]([OH:10])=[O:9])[C:2]/3=[O:1])=[CH:28][CH:27]=2)=[CH:22][C:21]=1[Cl:33]. (2) Given the reactants [Br:1][C:2]1[CH:3]=[C:4]2[C:11]3([C:15](=[O:16])[NH:14][C:13](=O)[NH:12]3)[CH2:10][CH:9]([C:18]3[CH:23]=[CH:22][CH:21]=[C:20]([O:24][CH3:25])[CH:19]=3)[O:8][C:5]2=[CH:6][CH:7]=1.COC1C=CC(P2(SP(C3C=CC(OC)=CC=3)(=S)S2)=[S:35])=CC=1, predict the reaction product. The product is: [Br:1][C:2]1[CH:3]=[C:4]2[C:11]3([C:15](=[O:16])[NH:14][C:13](=[S:35])[NH:12]3)[CH2:10][CH:9]([C:18]3[CH:23]=[CH:22][CH:21]=[C:20]([O:24][CH3:25])[CH:19]=3)[O:8][C:5]2=[CH:6][CH:7]=1. (3) Given the reactants [NH2:1][C:2]1[C:11]2[C:6](=[C:7](Br)[CH:8]=[CH:9][CH:10]=2)[N:5]=[N:4][C:3]=1[C:13]([NH:15][CH2:16][CH2:17][CH3:18])=[O:14].[F:19][C:20]1[CH:25]=[C:24]([O:26][CH3:27])[CH:23]=[CH:22][C:21]=1B(O)O, predict the reaction product. The product is: [NH2:1][C:2]1[C:11]2[C:6](=[C:7]([C:21]3[CH:22]=[CH:23][C:24]([O:26][CH3:27])=[CH:25][C:20]=3[F:19])[CH:8]=[CH:9][CH:10]=2)[N:5]=[N:4][C:3]=1[C:13]([NH:15][CH2:16][CH2:17][CH3:18])=[O:14]. (4) The product is: [C:1]([C:3]1[CH:4]=[C:5]([CH:43]=[C:44]([CH3:46])[CH:45]=1)[C:6]([C:8]1[N:13]([CH2:14][C:15]2[CH:16]=[C:17]([NH:22][C:23](=[O:28])[C:24]([F:27])([F:26])[F:25])[CH:18]=[C:19]([F:21])[CH:20]=2)[C:12](=[O:38])[NH:11][C:10](=[O:39])[C:9]=1[CH:40]([CH3:41])[CH3:42])=[O:7])#[N:2]. Given the reactants [C:1]([C:3]1[CH:4]=[C:5]([CH:43]=[C:44]([CH3:46])[CH:45]=1)[C:6]([C:8]1[N:13]([CH2:14][C:15]2[CH:16]=[C:17]([N:22](CC3C=CC(OC)=CC=3)[C:23](=[O:28])[C:24]([F:27])([F:26])[F:25])[CH:18]=[C:19]([F:21])[CH:20]=2)[C:12](=[O:38])[NH:11][C:10](=[O:39])[C:9]=1[CH:40]([CH3:42])[CH3:41])=[O:7])#[N:2].O, predict the reaction product. (5) Given the reactants [CH3:1][O:2][C:3]1[CH:8]=[CH:7][CH:6]=[CH:5][C:4]=1[NH:9][NH2:10].[C:11](OC(=O)C)(=[O:13])[CH3:12], predict the reaction product. The product is: [CH3:1][O:2][C:3]1[CH:8]=[CH:7][CH:6]=[CH:5][C:4]=1[NH:9][NH:10][C:11](=[O:13])[CH3:12]. (6) The product is: [CH3:1][C:2]1([CH3:22])[C:6]2([CH2:10][CH2:9][NH:8][CH2:7]2)[O:5][C:4](=[O:21])[NH:3]1. Given the reactants [CH3:1][C:2]1([CH3:22])[C:6]2([CH2:10][CH2:9][N:8](C(OCC3C=CC=CC=3)=O)[CH2:7]2)[O:5][C:4](=[O:21])[NH:3]1.[H][H], predict the reaction product. (7) Given the reactants FC(F)(F)S(O[C:7]1[C:8]([C:13]([O:15][CH3:16])=[O:14])=[N:9][CH:10]=[CH:11][CH:12]=1)(=O)=O.[C:19]1(B(O)O)[CH:24]=[CH:23][CH:22]=[CH:21][CH:20]=1.C([O-])([O-])=O.[K+].[K+], predict the reaction product. The product is: [C:19]1([C:7]2[C:8]([C:13]([O:15][CH3:16])=[O:14])=[N:9][CH:10]=[CH:11][CH:12]=2)[CH:24]=[CH:23][CH:22]=[CH:21][CH:20]=1. (8) Given the reactants C([Sn](CCCC)(CCCC)[C:6]1[CH:11]=[CH:10][C:9]2[C:12]3([CH2:27][O:28][C:8]=2[CH:7]=1)[CH2:17][CH2:16][N:15]([CH2:18][CH2:19][C:20]([O:22][C:23]([CH3:26])([CH3:25])[CH3:24])=[O:21])[CH2:14][CH2:13]3)CCC.[I:37]N1C(=O)CCC1=O, predict the reaction product. The product is: [I:37][C:6]1[CH:11]=[CH:10][C:9]2[C:12]3([CH2:27][O:28][C:8]=2[CH:7]=1)[CH2:17][CH2:16][N:15]([CH2:18][CH2:19][C:20]([O:22][C:23]([CH3:26])([CH3:25])[CH3:24])=[O:21])[CH2:14][CH2:13]3. (9) Given the reactants F[C:2](F)(F)[C:3]([N:5]1[CH2:10][CH2:9][NH:8][CH2:7][CH2:6]1)=O.[CH2:13](Br)C=C.C(=O)([O-])[O-].[K+].[K+], predict the reaction product. The product is: [CH2:3]([N:5]1[CH2:10][CH2:9][NH:8][CH2:7][CH2:6]1)[CH:2]=[CH2:13]. (10) Given the reactants [C:1]([O:20]C)(=O)[CH2:2][CH2:3][CH2:4][CH2:5]/[CH:6]=[CH:7]\[CH2:8]/[CH:9]=[CH:10]\[CH2:11]/[CH:12]=[CH:13]\[CH2:14][CH2:15][CH2:16][CH2:17][CH3:18].[H-].[Na+].[OH-].[Na+], predict the reaction product. The product is: [CH3:17][CH2:16][CH2:15][CH2:14][CH2:13]/[CH:12]=[CH:11]\[CH2:10]/[CH:9]=[CH:8]\[CH2:7]/[CH:6]=[CH:5]\[CH2:4][CH2:3][CH2:2][CH2:1][C:1](=[O:20])[CH2:2][CH2:3][CH2:4][CH2:5]/[CH:6]=[CH:7]\[CH2:8]/[CH:9]=[CH:10]\[CH2:11]/[CH:12]=[CH:13]\[CH2:14][CH2:15][CH2:16][CH2:17][CH3:18].